This data is from NCI-60 drug combinations with 297,098 pairs across 59 cell lines. The task is: Regression. Given two drug SMILES strings and cell line genomic features, predict the synergy score measuring deviation from expected non-interaction effect. (1) Drug 1: CN(C(=O)NC(C=O)C(C(C(CO)O)O)O)N=O. Drug 2: COCCOC1=C(C=C2C(=C1)C(=NC=N2)NC3=CC=CC(=C3)C#C)OCCOC.Cl. Cell line: SK-MEL-5. Synergy scores: CSS=13.1, Synergy_ZIP=-6.27, Synergy_Bliss=-4.10, Synergy_Loewe=0.984, Synergy_HSA=1.29. (2) Drug 1: CC1CCC2CC(C(=CC=CC=CC(CC(C(=O)C(C(C(=CC(C(=O)CC(OC(=O)C3CCCCN3C(=O)C(=O)C1(O2)O)C(C)CC4CCC(C(C4)OC)O)C)C)O)OC)C)C)C)OC. Drug 2: C1=CN(C=N1)CC(O)(P(=O)(O)O)P(=O)(O)O. Cell line: OVCAR-4. Synergy scores: CSS=18.0, Synergy_ZIP=-4.53, Synergy_Bliss=-2.56, Synergy_Loewe=-26.4, Synergy_HSA=-1.96. (3) Drug 1: CN(C)C1=NC(=NC(=N1)N(C)C)N(C)C. Drug 2: CC1C(C(CC(O1)OC2CC(OC(C2O)C)OC3=CC4=CC5=C(C(=O)C(C(C5)C(C(=O)C(C(C)O)O)OC)OC6CC(C(C(O6)C)O)OC7CC(C(C(O7)C)O)OC8CC(C(C(O8)C)O)(C)O)C(=C4C(=C3C)O)O)O)O. Cell line: NCI-H522. Synergy scores: CSS=52.6, Synergy_ZIP=33.9, Synergy_Bliss=31.7, Synergy_Loewe=29.6, Synergy_HSA=28.4.